Dataset: Full USPTO retrosynthesis dataset with 1.9M reactions from patents (1976-2016). Task: Predict the reactants needed to synthesize the given product. (1) Given the product [C:3]1([C:11]2[CH:12]=[CH:13][CH:14]=[CH:15][CH:16]=2)[CH:4]=[CH:5][CH:6]=[C:1]([B:7]([OH:9])[OH:8])[CH:2]=1, predict the reactants needed to synthesize it. The reactants are: [C:1]1([B:7]([OH:9])[OH:8])[CH:6]=[CH:5][CH:4]=[CH:3][CH:2]=1.Br[C:11]1[CH:12]=[C:13](B(O)O)[CH:14]=[CH:15][CH:16]=1.C1(P(C2C=CC=CC=2)C2C=CC=CC=2)C=CC=CC=1.C([O-])([O-])=O.[K+].[K+]. (2) Given the product [CH2:20]([O:26][C:17]1[CH:18]=[C:19]([CH:20]([OH:26])[CH2:21][NH:38][C:35]([CH3:36])([CH3:37])[CH2:34][C:31]2[CH:32]=[CH:33][C:28]([F:27])=[CH:29][C:30]=2[CH3:39])[C:11]2[O:10][CH2:9][C:14](=[O:15])[NH:13][C:12]=2[CH:16]=1)[C:19]1[CH:11]=[CH:12][CH:16]=[CH:17][CH:18]=1, predict the reactants needed to synthesize it. The reactants are: C(O[CH:9]1[C:14](=[O:15])[NH:13][C:12]2[CH:16]=[CH:17][CH:18]=[C:19]([C:20](=[O:26])[CH:21](OCC)O)[C:11]=2[O:10]1)C1C=CC=CC=1.[F:27][C:28]1[CH:33]=[CH:32][C:31]([CH2:34][C:35]([NH2:38])([CH3:37])[CH3:36])=[C:30]([CH3:39])[CH:29]=1.Cl. (3) Given the product [NH2:18][C:16]1[NH:15][N:14]=[C:13]([NH:12][C:5]2[CH:6]=[C:7]([C:8]([F:11])([F:10])[F:9])[C:2]([C:26]3[CH:27]=[CH:28][C:23]([C:22]([NH:21][CH3:20])=[O:38])=[N:24][CH:25]=3)=[C:3]([Cl:19])[CH:4]=2)[N:17]=1, predict the reactants needed to synthesize it. The reactants are: Br[C:2]1[C:7]([C:8]([F:11])([F:10])[F:9])=[CH:6][C:5]([NH:12][C:13]2[N:17]=[C:16]([NH2:18])[NH:15][N:14]=2)=[CH:4][C:3]=1[Cl:19].[CH3:20][NH:21][C:22](=[O:38])[C:23]1[CH:28]=[CH:27][C:26](B2OC(C)(C)C(C)(C)O2)=[CH:25][N:24]=1.C(=O)([O-])[O-].[Na+].[Na+].O. (4) Given the product [C:13]([N:10]([C:7]1[CH:8]=[CH:9][C:4]([C:3]([OH:12])=[O:2])=[CH:5][CH:6]=1)[CH3:11])(=[O:17])[CH:14]([CH3:16])[CH3:15], predict the reactants needed to synthesize it. The reactants are: C[O:2][C:3](=[O:12])[C:4]1[CH:9]=[CH:8][C:7]([NH:10][CH3:11])=[CH:6][CH:5]=1.[C:13](Cl)(=[O:17])[CH:14]([CH3:16])[CH3:15].C(N(CC)CC)C. (5) Given the product [ClH:1].[NH2:22][C:19]1[S:20][CH:21]=[C:17]([C:14]2[CH:13]=[CH:12][C:11]([N:10]3[C:9]4[C:8](=[O:26])[N:7]([C:27]5[CH:32]=[CH:31][CH:30]=[C:29]([O:33][CH3:34])[CH:28]=5)[C:6](=[O:35])[NH:5][C:4]=4[CH:3]=[C:2]3[Cl:1])=[CH:16][CH:15]=2)[N:18]=1, predict the reactants needed to synthesize it. The reactants are: [Cl:1][C:2]1[N:10]([C:11]2[CH:16]=[CH:15][C:14]([C:17]3[N:18]=[C:19]([NH:22]C(=O)C)[S:20][CH:21]=3)=[CH:13][CH:12]=2)[C:9]2[C:8](=[O:26])[N:7]([C:27]3[CH:32]=[CH:31][CH:30]=[C:29]([O:33][CH3:34])[CH:28]=3)[C:6](=[O:35])[NH:5][C:4]=2[CH:3]=1.Cl. (6) Given the product [OH-:13].[NH4+:3].[O:13]=[C:11]1[C:10]2[C:9](=[CH:17][CH:16]=[CH:15][CH:14]=2)[C:8](=[O:18])[N:12]1[CH2:21][C:22]1[N:23]([CH2:35][CH2:36][CH2:37][CH2:38][NH:39][C:40](=[O:46])[O:41][C:42]([CH3:44])([CH3:43])[CH3:45])[C:24]2[C:33]3[N:32]=[CH:31][CH:30]=[CH:29][C:28]=3[N:27]=[CH:26][C:25]=2[N:34]=1, predict the reactants needed to synthesize it. The reactants are: C([N:3](CC)CC)C.[C:8]1(=[O:18])[NH:12][C:11](=[O:13])[C:10]2=[CH:14][CH:15]=[CH:16][CH:17]=[C:9]12.[K].Cl[CH2:21][C:22]1[N:23]([CH2:35][CH2:36][CH2:37][CH2:38][NH:39][C:40](=[O:46])[O:41][C:42]([CH3:45])([CH3:44])[CH3:43])[C:24]2[C:33]3[N:32]=[CH:31][CH:30]=[CH:29][C:28]=3[N:27]=[CH:26][C:25]=2[N:34]=1. (7) Given the product [F:35][C:34]([F:37])([F:36])[C:32]([OH:38])=[O:33].[Cl:1][C:2]1[CH:7]=[CH:6][C:5]([C:8]2[C:9]([C@@H:14]([NH2:24])[CH2:15][C:16]3[CH:21]=[C:20]([F:22])[CH:19]=[C:18]([F:23])[CH:17]=3)=[N:10][CH:11]=[CH:12][CH:13]=2)=[CH:4][CH:3]=1, predict the reactants needed to synthesize it. The reactants are: [Cl:1][C:2]1[CH:7]=[CH:6][C:5]([C:8]2[C:9]([C@@H:14]([NH:24]C(=O)OC(C)(C)C)[CH2:15][C:16]3[CH:21]=[C:20]([F:22])[CH:19]=[C:18]([F:23])[CH:17]=3)=[N:10][CH:11]=[CH:12][CH:13]=2)=[CH:4][CH:3]=1.[C:32]([OH:38])([C:34]([F:37])([F:36])[F:35])=[O:33].C(Cl)Cl.